Dataset: Forward reaction prediction with 1.9M reactions from USPTO patents (1976-2016). Task: Predict the product of the given reaction. (1) Given the reactants [NH2:1][C:2]1[CH:7]=[CH:6][CH:5]=[CH:4][CH:3]=1.[N:8]#[C:9][NH2:10].Cl.O1CCOCC1, predict the reaction product. The product is: [C:2]1([NH:1][C:9]([NH2:10])=[NH:8])[CH:7]=[CH:6][CH:5]=[CH:4][CH:3]=1. (2) The product is: [NH2:16][C:11]1[CH:12]=[C:13]([Br:15])[CH:14]=[C:9]([O:8][CH2:1][C:2]2[CH:7]=[CH:6][CH:5]=[CH:4][CH:3]=2)[C:10]=1[NH:19][C:20](=[O:24])[CH:21]([CH3:22])[CH3:23]. Given the reactants [CH2:1]([O:8][C:9]1[CH:14]=[C:13]([Br:15])[CH:12]=[C:11]([N+:16]([O-])=O)[C:10]=1[NH:19][C:20](=[O:24])[CH:21]([CH3:23])[CH3:22])[C:2]1[CH:7]=[CH:6][CH:5]=[CH:4][CH:3]=1.C.O.NN, predict the reaction product.